This data is from Forward reaction prediction with 1.9M reactions from USPTO patents (1976-2016). The task is: Predict the product of the given reaction. (1) Given the reactants C([N:8]1[C:12]2[CH:13]=[CH:14][C:15]3[CH2:16][CH2:17][C:18](=[CH:20][C:21]#[N:22])[C:19]=3[C:11]=2[N:10]=[C:9]1[CH3:23])C1C=CC=CC=1.C(N(CC)CC)C.[C:31](OC(=O)C)(=[O:33])[CH3:32], predict the reaction product. The product is: [CH3:23][C:9]1[NH:10][C:11]2[C:19]3[CH:18]([CH2:20][CH2:21][NH:22][C:31](=[O:33])[CH3:32])[CH2:17][CH2:16][C:15]=3[CH:14]=[CH:13][C:12]=2[N:8]=1. (2) Given the reactants [F:1][C:2]1[C:3](/[N:9]=[CH:10]/[N:11]([CH3:13])[CH3:12])=[N:4][C:5]([OH:8])=[N:6][CH:7]=1.[H-].[Na+].C(=S)=S.I[CH2:20][CH3:21], predict the reaction product. The product is: [CH2:20]([N:6]1[CH:7]=[C:2]([F:1])[C:3](/[N:9]=[CH:10]/[N:11]([CH3:13])[CH3:12])=[N:4][C:5]1=[O:8])[CH3:21]. (3) The product is: [CH3:2][O:3][C:4]([C:6]1([NH:12][S:27]([C:22]2[CH:23]=[CH:24][CH:25]=[CH:26][C:21]=2[Br:20])(=[O:29])=[O:28])[CH2:7][CH2:8][CH2:9][CH2:10][CH2:11]1)=[O:5]. Given the reactants Cl.[CH3:2][O:3][C:4]([C:6]1([NH2:12])[CH2:11][CH2:10][CH2:9][CH2:8][CH2:7]1)=[O:5].C(N(CC)CC)C.[Br:20][C:21]1[CH:26]=[CH:25][CH:24]=[CH:23][C:22]=1[S:27](Cl)(=[O:29])=[O:28], predict the reaction product. (4) Given the reactants [C:1]([SiH2:5][O:6][C:7]([C:21]1[CH:26]=[CH:25][CH:24]=[CH:23][CH:22]=1)([C:15]1[CH:20]=[CH:19][CH:18]=[CH:17][CH:16]=1)[C:8]1[CH:13]=[CH:12][N:11]=[C:10](Cl)[CH:9]=1)([CH3:4])([CH3:3])[CH3:2].[C:27]1(P(C2C=CC=CC=2)C2C=CC=CC=2)[CH:32]=CC=C[CH:28]=1.C(NCC)C.C#CC.C([O-])(O)=O.[Na+], predict the reaction product. The product is: [C:1]([SiH2:5][O:6][C:7]([C:21]1[CH:26]=[CH:25][CH:24]=[CH:23][CH:22]=1)([C:15]1[CH:20]=[CH:19][CH:18]=[CH:17][CH:16]=1)[C:8]1[CH:13]=[CH:12][N:11]=[C:10]([C:28]#[C:27][CH3:32])[CH:9]=1)([CH3:4])([CH3:3])[CH3:2]. (5) Given the reactants Cl[C:2]1[N:3]=[C:4]([N:22]2[CH2:27][CH2:26][O:25][CH2:24][CH2:23]2)[C:5]2[CH:10]=[C:9]([CH2:11][N:12]3[CH2:17][CH2:16][N:15]([S:18]([CH3:21])(=[O:20])=[O:19])[CH2:14][CH2:13]3)[S:8][C:6]=2[N:7]=1.[Cl:28][C:29]1[C:30]([NH2:44])=[N:31][CH:32]=[C:33](B2OC(C)(C)C(C)(C)O2)[CH:34]=1, predict the reaction product. The product is: [Cl:28][C:29]1[C:30]([NH2:44])=[N:31][CH:32]=[C:33]([C:2]2[N:3]=[C:4]([N:22]3[CH2:27][CH2:26][O:25][CH2:24][CH2:23]3)[C:5]3[CH:10]=[C:9]([CH2:11][N:12]4[CH2:17][CH2:16][N:15]([S:18]([CH3:21])(=[O:19])=[O:20])[CH2:14][CH2:13]4)[S:8][C:6]=3[N:7]=2)[CH:34]=1. (6) Given the reactants [OH:1][C:2]1([CH2:15][N:16]([CH:26]([C:29]2[CH:34]=[CH:33][CH:32]=[CH:31][CH:30]=2)[CH2:27]O)[CH2:17][C:18]2[CH:23]=[CH:22][C:21]([O:24][CH3:25])=[CH:20][CH:19]=2)[CH2:7][CH2:6][N:5]([C:8]([O:10][C:11]([CH3:14])([CH3:13])[CH3:12])=[O:9])[CH2:4][CH2:3]1.CCN(C(C)C)C(C)C.CS(OS(C)(=O)=O)(=O)=O, predict the reaction product. The product is: [CH3:25][O:24][C:21]1[CH:22]=[CH:23][C:18]([CH2:17][N:16]2[CH:26]([C:29]3[CH:34]=[CH:33][CH:32]=[CH:31][CH:30]=3)[CH2:27][O:1][C:2]3([CH2:7][CH2:6][N:5]([C:8]([O:10][C:11]([CH3:14])([CH3:12])[CH3:13])=[O:9])[CH2:4][CH2:3]3)[CH2:15]2)=[CH:19][CH:20]=1. (7) Given the reactants Br[C:2]1[CH:10]=[CH:9][C:8]([O:11][CH3:12])=[CH:7][C:3]=1[C:4]([OH:6])=[O:5].[Li]CCCC.[F:18][C:19]1[CH:20]=[C:21]([CH:28]=[CH:29][CH:30]=1)[C:22](N(OC)C)=[O:23].Cl, predict the reaction product. The product is: [F:18][C:19]1[CH:20]=[C:21]([CH:28]=[CH:29][CH:30]=1)[C:22]([C:2]1[CH:10]=[CH:9][C:8]([O:11][CH3:12])=[CH:7][C:3]=1[C:4]([OH:6])=[O:5])=[O:23].